From a dataset of Peptide-MHC class II binding affinity with 134,281 pairs from IEDB. Regression. Given a peptide amino acid sequence and an MHC pseudo amino acid sequence, predict their binding affinity value. This is MHC class II binding data. (1) The MHC is DRB1_1101 with pseudo-sequence DRB1_1101. The peptide sequence is HAPAAPANPGLIIGALAGST. The binding affinity (normalized) is 0.0925. (2) The peptide sequence is GINTRNMTMSMSMIL. The MHC is DRB1_0405 with pseudo-sequence DRB1_0405. The binding affinity (normalized) is 0.